This data is from Reaction yield outcomes from USPTO patents with 853,638 reactions. The task is: Predict the reaction yield, written as a fraction of the theoretical maximum amount of product (1.0 means a 100% yield; for example, 0.34 means a 34% yield). (1) The reactants are [F:1][C:2]1([F:47])[CH2:7][CH2:6][CH:5]([C:8]2[C:17]3[CH:16]([OH:18])[CH2:15][C:14]([CH3:20])([CH3:19])[CH2:13][C:12]=3[N:11]=[C:10]([CH:21]3[CH2:26][CH2:25][N:24]([C:27]4[N:32]=[CH:31][C:30]([CH:33]=O)=[CH:29][N:28]=4)[CH2:23][CH2:22]3)[C:9]=2[CH:35]([F:46])[C:36]2[CH:41]=[CH:40][C:39]([C:42]([F:45])([F:44])[F:43])=[CH:38][CH:37]=2)[CH2:4][CH2:3]1.[CH3:48][NH2:49].CO.[BH4-].[Na+].[Cl-].[NH4+].C(=O)([O-])O.[Na+]. The catalyst is O1CCCC1.CO. The product is [F:1][C:2]1([F:47])[CH2:3][CH2:4][CH:5]([C:8]2[C:17]3[CH:16]([OH:18])[CH2:15][C:14]([CH3:19])([CH3:20])[CH2:13][C:12]=3[N:11]=[C:10]([CH:21]3[CH2:26][CH2:25][N:24]([C:27]4[N:32]=[CH:31][C:30]([CH2:33][NH:49][CH3:48])=[CH:29][N:28]=4)[CH2:23][CH2:22]3)[C:9]=2[CH:35]([F:46])[C:36]2[CH:37]=[CH:38][C:39]([C:42]([F:45])([F:43])[F:44])=[CH:40][CH:41]=2)[CH2:6][CH2:7]1. The yield is 0.760. (2) The reactants are [CH3:1][C:2]1[CH:3]=[C:4]([NH2:9])[C:5]([NH2:8])=[CH:6][CH:7]=1.[C:10](OCC)(=[O:16])[C:11](OCC)=[O:12]. No catalyst specified. The product is [CH3:1][C:2]1[CH:3]=[C:4]2[C:5](=[CH:6][CH:7]=1)[NH:8][C:11](=[O:12])[C:10](=[O:16])[NH:9]2. The yield is 0.920.